The task is: Predict the reactants needed to synthesize the given product.. This data is from Full USPTO retrosynthesis dataset with 1.9M reactions from patents (1976-2016). Given the product [CH2:28]([O:30]/[N:31]=[C:23](\[C:5]1[C:6]2[N:7]3[CH2:14][CH2:13][CH2:12][N:11]([C:15]4[CH:20]=[CH:19][C:18]([Cl:21])=[CH:17][C:16]=4[Cl:22])[C:8]3=[N:9][C:10]=2[C:2]([Cl:1])=[CH:3][CH:4]=1)/[CH2:24][CH3:25])[CH3:29], predict the reactants needed to synthesize it. The reactants are: [Cl:1][C:2]1[C:10]2[N:9]=[C:8]3[N:11]([C:15]4[CH:20]=[CH:19][C:18]([Cl:21])=[CH:17][C:16]=4[Cl:22])[CH2:12][CH2:13][CH2:14][N:7]3[C:6]=2[C:5]([C:23](=O)[CH2:24][CH3:25])=[CH:4][CH:3]=1.Cl.[CH2:28]([O:30][NH2:31])[CH3:29].N1C=CC=CC=1.